From a dataset of Reaction yield outcomes from USPTO patents with 853,638 reactions. Predict the reaction yield, written as a fraction of the theoretical maximum amount of product (1.0 means a 100% yield; for example, 0.34 means a 34% yield). (1) The reactants are C(O[CH:4](OCC)[C:5]#[C:6][C:7]1[CH:8]=[C:9]([C:25]([O:27][CH2:28][CH3:29])=[O:26])[C:10](=[O:24])[N:11]([C:14]2[CH:19]=[CH:18][CH:17]=[C:16]([C:20]([F:23])([F:22])[F:21])[CH:15]=2)[C:12]=1[CH3:13])C.Cl.[C:34]([C:36]1[CH:41]=[CH:40][C:39]([NH:42][NH2:43])=[CH:38][CH:37]=1)#[N:35]. The catalyst is CCO. The product is [C:34]([C:36]1[CH:41]=[CH:40][C:39]([N:42]2[C:6]([C:7]3[CH:8]=[C:9]([C:25]([O:27][CH2:28][CH3:29])=[O:26])[C:10](=[O:24])[N:11]([C:14]4[CH:19]=[CH:18][CH:17]=[C:16]([C:20]([F:23])([F:21])[F:22])[CH:15]=4)[C:12]=3[CH3:13])=[CH:5][CH:4]=[N:43]2)=[CH:38][CH:37]=1)#[N:35]. The yield is 0.880. (2) The reactants are [CH3:1][O:2][C:3]1[CH:8]=[CH:7][C:6]([C:9]2[S:13][C:12]([NH2:14])=[N:11][CH:10]=2)=[CH:5][CH:4]=1.[N:15]1([C:20](N2C=CN=C2)=[S:21])[CH:19]=[CH:18][N:17]=[CH:16]1. The catalyst is C(#N)C.O1CCCC1. The product is [CH3:1][O:2][C:3]1[CH:4]=[CH:5][C:6]([C:9]2[S:13][C:12]([NH:14][C:20]([N:15]3[CH:19]=[CH:18][N:17]=[CH:16]3)=[S:21])=[N:11][CH:10]=2)=[CH:7][CH:8]=1. The yield is 0.359. (3) The reactants are [O:1]1[CH2:5][CH2:4][CH2:3][CH:2]1[CH2:6][CH2:7][C:8]1[CH:13]=[CH:12][C:11]([CH2:14][OH:15])=[CH:10][CH:9]=1. The catalyst is [O-2].[O-2].[Mn+4].C(OCC)(=O)C. The product is [O:1]1[CH2:5][CH2:4][CH2:3][CH:2]1[CH2:6][CH2:7][C:8]1[CH:9]=[CH:10][C:11]([CH:14]=[O:15])=[CH:12][CH:13]=1. The yield is 0.950. (4) The reactants are [C:1]1([C:17](=O)[C:18]#[CH:19])[C:14]2[C:15]3=[C:16]4[C:11](=[CH:12][CH:13]=2)[CH:10]=[CH:9][CH:8]=[C:7]4[CH:6]=[CH:5][C:4]3=[CH:3][CH:2]=1.[CH:21]#CC[Zn]Br.C1(C=O)C2C3=C4C(=CC=2)C=CC=C4C=CC3=CC=1.C#CCCO.B(F)(F)F.CCOCC.C([SiH](CC)CC)C. No catalyst specified. The product is [C:1]1([CH2:17][CH2:18][C:19]#[CH:21])[C:14]2[C:15]3=[C:16]4[C:11](=[CH:12][CH:13]=2)[CH:10]=[CH:9][CH:8]=[C:7]4[CH:6]=[CH:5][C:4]3=[CH:3][CH:2]=1. The yield is 0.310. (5) The reactants are [N:1]([C:4]1[CH:9]=[C:8]([CH2:10][C:11]([O:13][CH2:14][CH3:15])=[O:12])[CH:7]=[CH:6][C:5]=1[C:16]1[CH:21]=[CH:20][CH:19]=[CH:18][CH:17]=1)=[C:2]=[O:3].[OH:22][C@H:23]1[CH2:28][CH2:27][C@H:26]([NH:29][C:30](=[O:36])[O:31][C:32]([CH3:35])([CH3:34])[CH3:33])[CH2:25][CH2:24]1. The catalyst is C1(C)C=CC=CC=1. The product is [C:32]([O:31][C:30]([NH:29][C@H:26]1[CH2:27][CH2:28][C@H:23]([O:22][C:2]([NH:1][C:4]2[CH:9]=[C:8]([CH2:10][C:11]([O:13][CH2:14][CH3:15])=[O:12])[CH:7]=[CH:6][C:5]=2[C:16]2[CH:21]=[CH:20][CH:19]=[CH:18][CH:17]=2)=[O:3])[CH2:24][CH2:25]1)=[O:36])([CH3:33])([CH3:35])[CH3:34]. The yield is 0.440. (6) The reactants are [Cl:1][C:2]1[C:3]([O:30][C@H:31]2[CH2:36][CH2:35][C:34]([F:38])([F:37])[CH2:33][C@@H:32]2[C:39]2[N:43]([CH3:44])[N:42]=[CH:41][CH:40]=2)=[CH:4][C:5]([F:29])=[C:6]([S:8]([N:11](CC2C=CC(OC)=CC=2OC)[C:12]2[CH:17]=[CH:16][N:15]=[CH:14][N:13]=2)(=[O:10])=[O:9])[CH:7]=1.C([SiH](CC)CC)C.FC(F)(F)C(O)=O. The catalyst is ClCCl. The product is [Cl:1][C:2]1[C:3]([O:30][C@H:31]2[CH2:36][CH2:35][C:34]([F:38])([F:37])[CH2:33][C@@H:32]2[C:39]2[N:43]([CH3:44])[N:42]=[CH:41][CH:40]=2)=[CH:4][C:5]([F:29])=[C:6]([S:8]([NH:11][C:12]2[CH:17]=[CH:16][N:15]=[CH:14][N:13]=2)(=[O:9])=[O:10])[CH:7]=1. The yield is 0.900. (7) The reactants are [F:1][C:2]([F:11])([F:10])[C:3]1[CH:9]=[CH:8][C:6]([NH2:7])=[CH:5][CH:4]=1.[CH3:12][C:13]([CH3:17])(O)[C:14]#[N:15].S([O-])([O-])(=O)=O.[Mg+2]. The catalyst is C(OCC)(=O)C. The product is [CH3:12][C:13]([NH:7][C:6]1[CH:8]=[CH:9][C:3]([C:2]([F:10])([F:11])[F:1])=[CH:4][CH:5]=1)([CH3:17])[C:14]#[N:15]. The yield is 0.950. (8) The reactants are Cl[CH2:2][C:3]1[CH:8]=[C:7]([C:9]2[CH:14]=[CH:13][N:12]=[C:11]([NH:15][C:16]3[CH:21]=[CH:20][CH:19]=[C:18]([Cl:22])[CH:17]=3)[N:10]=2)[CH:6]=[CH:5][N:4]=1.[NH:23]1[CH2:28][CH2:27][CH2:26][CH2:25][CH2:24]1.C(=O)([O-])[O-].[K+].[K+].O. The catalyst is C(#N)C. The product is [Cl:22][C:18]1[CH:17]=[C:16]([NH:15][C:11]2[N:10]=[C:9]([C:7]3[CH:6]=[CH:5][N:4]=[C:3]([CH2:2][N:23]4[CH2:28][CH2:27][CH2:26][CH2:25][CH2:24]4)[CH:8]=3)[CH:14]=[CH:13][N:12]=2)[CH:21]=[CH:20][CH:19]=1. The yield is 0.820. (9) The reactants are [NH2:1][C@@:2]([C@@H:13]1[CH2:17][CH2:16][NH:15][CH2:14]1)([CH2:6][CH2:7][CH2:8][CH2:9][B:10]([OH:12])[OH:11])[C:3]([OH:5])=[O:4].C(N(CC)CC)C.CN(C)C=O.[Cl:30][C:31]1[CH:36]=[CH:35][C:34]([N:37]=[C:38]=[S:39])=[CH:33][CH:32]=1. The catalyst is Cl. The product is [ClH:30].[ClH:30].[NH2:1][C:2]([C@H:13]1[CH2:17][CH2:16][N:15]([C:38](=[S:39])[NH:37][C:34]2[CH:35]=[CH:36][C:31]([Cl:30])=[CH:32][CH:33]=2)[CH2:14]1)([CH2:6][CH2:7][CH2:8][CH2:9][B:10]([OH:12])[OH:11])[C:3]([OH:5])=[O:4]. The yield is 0.200. (10) The product is [NH2:36][C:37]1([C:41]2[CH:42]=[CH:43][C:44]([C:47]3[C:56](=[O:57])[C:55]4[C:50](=[CH:51][C:52]([C:60]#[N:61])=[C:53]([O:58][CH3:59])[CH:54]=4)[O:49][C:48]=3[C:62]3[CH:63]=[CH:64][CH:65]=[CH:66][CH:67]=3)=[CH:45][CH:46]=2)[CH2:38][CH2:39][CH2:40]1. The reactants are NC1(C2C=CC(C3C(=O)C4C(=CC=C(F)C=4)OC=3C3C=CC=CC=3)=CC=2)CCC1.C(OC(=O)[NH:36][C:37]1([C:41]2[CH:46]=[CH:45][C:44]([C:47]3[C:56](=[O:57])[C:55]4[C:50](=[CH:51][C:52]([C:60]#[N:61])=[C:53]([O:58][CH3:59])[CH:54]=4)[O:49][C:48]=3[C:62]3[CH:67]=[CH:66][CH:65]=[CH:64][CH:63]=3)=[CH:43][CH:42]=2)[CH2:40][CH2:39][CH2:38]1)(C)(C)C. The yield is 0.710. No catalyst specified.